From a dataset of Forward reaction prediction with 1.9M reactions from USPTO patents (1976-2016). Predict the product of the given reaction. (1) Given the reactants FC(F)(F)S(O[C:7]1[C:16]2[C:11](=[CH:12][C:13]([O:17][CH3:18])=[CH:14][CH:15]=2)[CH2:10][CH:9]([CH3:19])[CH:8]=1)(=O)=O.[Cl:22][C:23]1[CH:28]=[CH:27][C:26](B(O)O)=[CH:25][CH:24]=1.C([O-])([O-])=O.[K+].[K+], predict the reaction product. The product is: [Cl:22][C:23]1[CH:28]=[CH:27][C:26]([C:7]2[C:16]3[C:11](=[CH:12][C:13]([O:17][CH3:18])=[CH:14][CH:15]=3)[CH2:10][CH:9]([CH3:19])[CH:8]=2)=[CH:25][CH:24]=1. (2) Given the reactants F[C:2]1[CH:11]=[CH:10][C:9]2[NH:8][CH:7]=[C:6]3[C:12](=[O:21])[N:13]([C:15]4[CH:20]=[CH:19][CH:18]=[CH:17][CH:16]=4)[N:14]=[C:5]3[C:4]=2[CH:3]=1.[CH:22]([N:25]1[CH2:30][CH2:29][NH:28][CH2:27][CH2:26]1)([CH3:24])[CH3:23], predict the reaction product. The product is: [CH:22]([N:25]1[CH2:30][CH2:29][N:28]([C:2]2[CH:11]=[CH:10][C:9]3[NH:8][CH:7]=[C:6]4[C:12](=[O:21])[N:13]([C:15]5[CH:20]=[CH:19][CH:18]=[CH:17][CH:16]=5)[N:14]=[C:5]4[C:4]=3[CH:3]=2)[CH2:27][CH2:26]1)([CH3:24])[CH3:23]. (3) Given the reactants [N:1]1([CH2:6][CH2:7][CH2:8][O:9][C:10]2[CH:15]=[CH:14][C:13]([C:16]3([C:22]#[N:23])[CH2:21][CH2:20][O:19][CH2:18][CH2:17]3)=[CH:12][CH:11]=2)[CH2:5][CH2:4][CH2:3][CH2:2]1.Cl[CH2:25]CCN1CCCC1C.C([O-])([O-])=O.[K+].[K+], predict the reaction product. The product is: [CH3:25][CH:2]1[CH2:3][CH2:4][CH2:5][N:1]1[CH2:6][CH2:7][CH2:8][O:9][C:10]1[CH:15]=[CH:14][C:13]([C:16]2([C:22]#[N:23])[CH2:17][CH2:18][O:19][CH2:20][CH2:21]2)=[CH:12][CH:11]=1. (4) Given the reactants Cl[C:2]1[C:3]2[CH2:11][N:10]([C:12]3[CH:19]=[CH:18][C:17]([CH3:20])=[CH:16][C:13]=3[C:14]#[N:15])[CH2:9][CH2:8][C:4]=2[N:5]=[CH:6][N:7]=1.[CH3:21][C:22]1[CH:27]=[CH:26][C:25]([CH:28]([NH2:30])[CH3:29])=[CH:24][C:23]=1[S:31]([CH3:34])(=[O:33])=[O:32], predict the reaction product. The product is: [CH3:20][C:17]1[CH:18]=[CH:19][C:12]([N:10]2[CH2:9][CH2:8][C:4]3[N:5]=[CH:6][N:7]=[C:2]([NH:30][CH:28]([C:25]4[CH:26]=[CH:27][C:22]([CH3:21])=[C:23]([S:31]([CH3:34])(=[O:33])=[O:32])[CH:24]=4)[CH3:29])[C:3]=3[CH2:11]2)=[C:13]([CH:16]=1)[C:14]#[N:15]. (5) Given the reactants [CH:1]12[CH2:8][CH2:7][CH:4]([CH2:5][CH2:6]1)[C:3](=[O:9])[NH:2]2.Br[C:11]1[S:12][CH:13]=[CH:14][N:15]=1.C([O-])([O-])=O.[Cs+].[Cs+].CC1(C)C2C(=C(P(C3C=CC=CC=3)C3C=CC=CC=3)C=CC=2)OC2C(P(C3C=CC=CC=3)C3C=CC=CC=3)=CC=CC1=2, predict the reaction product. The product is: [S:12]1[CH:13]=[CH:14][N:15]=[C:11]1[N:2]1[C:3](=[O:9])[CH:4]2[CH2:7][CH2:8][CH:1]1[CH2:6][CH2:5]2. (6) Given the reactants Br[C:2]1[C:7]([CH:8]([OH:18])[CH2:9][CH2:10][CH2:11][C:12]2[CH:17]=[CH:16][CH:15]=[CH:14][CH:13]=2)=[CH:6][CH:5]=[CH:4][N:3]=1.[CH2:19]([O:21][C:22](=[O:48])[CH2:23][C:24]1([C:27]2[CH:32]=[CH:31][C:30]([C:33]3[CH:38]=[CH:37][C:36](B4OC(C)(C)C(C)(C)O4)=[CH:35][CH:34]=3)=[CH:29][CH:28]=2)[CH2:26][CH2:25]1)[CH3:20], predict the reaction product. The product is: [CH2:19]([O:21][C:22](=[O:48])[CH2:23][C:24]1([C:27]2[CH:28]=[CH:29][C:30]([C:33]3[CH:38]=[CH:37][C:36]([C:2]4[C:7]([CH:8]([OH:18])[CH2:9][CH2:10][CH2:11][C:12]5[CH:17]=[CH:16][CH:15]=[CH:14][CH:13]=5)=[CH:6][CH:5]=[CH:4][N:3]=4)=[CH:35][CH:34]=3)=[CH:31][CH:32]=2)[CH2:25][CH2:26]1)[CH3:20]. (7) Given the reactants [CH:1]1([C:4]2[CH:9]=[CH:8][C:7]([CH:10]3[CH2:12][CH2:11]3)=[CH:6][C:5]=2[OH:13])[CH2:3][CH2:2]1.[Br:14]C1C(C(C)C)=CC(O)=C(C)C=1, predict the reaction product. The product is: [Br:14][C:8]1[C:7]([CH:10]2[CH2:12][CH2:11]2)=[CH:6][C:5]([OH:13])=[C:4]([CH:1]2[CH2:3][CH2:2]2)[CH:9]=1. (8) Given the reactants C(C1N=C(N2CCOCC2)C2N=NN(CC3C=CC=CC=3Cl)C=2N=1)(C)(C)C.[C:28]([C:32]1[N:33]=[C:34](Cl)[C:35]2[N:40]=[N:39][N:38]([CH2:41][C:42]3[CH:47]=[CH:46][CH:45]=[CH:44][C:43]=3[Cl:48])[C:36]=2[N:37]=1)([CH3:31])([CH3:30])[CH3:29].Cl.[F:51][C:52]1([F:59])[CH2:56][NH:55][C@@H:54]([CH2:57][OH:58])[CH2:53]1, predict the reaction product. The product is: [C:28]([C:32]1[N:33]=[C:34]([N:55]2[CH2:56][C:52]([F:59])([F:51])[CH2:53][C@@H:54]2[CH2:57][OH:58])[C:35]2[N:40]=[N:39][N:38]([CH2:41][C:42]3[CH:47]=[CH:46][CH:45]=[CH:44][C:43]=3[Cl:48])[C:36]=2[N:37]=1)([CH3:31])([CH3:30])[CH3:29]. (9) Given the reactants [F:1][C:2]1[CH:3]=[C:4]([C:9](=[O:11])[CH3:10])[CH:5]=[CH:6][C:7]=1[OH:8].[F:12][C:13]([F:26])([F:25])[S:14](O[S:14]([C:13]([F:26])([F:25])[F:12])(=[O:16])=[O:15])(=[O:16])=[O:15], predict the reaction product. The product is: [F:12][C:13]([F:26])([F:25])[S:14]([O:8][C:7]1[CH:6]=[CH:5][C:4]([C:9](=[O:11])[CH3:10])=[CH:3][C:2]=1[F:1])(=[O:16])=[O:15]. (10) Given the reactants [CH:1]1[C:10]2[C:5](=[CH:6][CH:7]=[CH:8][CH:9]=2)[CH:4]=[CH:3][C:2]=1[CH2:11][N:12]1[CH:17]2[CH2:18][CH2:19][CH:13]1[CH2:14][CH:15]([NH:20]C(=O)C)[CH2:16]2.Cl.[OH-].[Na+], predict the reaction product. The product is: [CH:1]1[C:10]2[C:5](=[CH:6][CH:7]=[CH:8][CH:9]=2)[CH:4]=[CH:3][C:2]=1[CH2:11][N:12]1[CH:13]2[CH2:19][CH2:18][CH:17]1[CH2:16][CH:15]([NH2:20])[CH2:14]2.